From a dataset of Full USPTO retrosynthesis dataset with 1.9M reactions from patents (1976-2016). Predict the reactants needed to synthesize the given product. (1) Given the product [N:20]1[CH:21]=[CH:22][CH:23]=[C:18]([C:16]2[CH:15]=[CH:14][N:13]=[C:12]([NH:11][C:7]3[CH:6]=[C:5]([CH:10]=[CH:9][CH:8]=3)[C:4]([OH:24])=[O:3])[N:17]=2)[CH:19]=1, predict the reactants needed to synthesize it. The reactants are: C([O:3][C:4](=[O:24])[C:5]1[CH:10]=[CH:9][CH:8]=[C:7]([NH:11][C:12]2[N:17]=[C:16]([C:18]3[CH:19]=[N:20][CH:21]=[CH:22][CH:23]=3)[CH:15]=[CH:14][N:13]=2)[CH:6]=1)C.C(OC(=O)C1C=CC(C)=C(NC2N=C(C3C=NC=CC=3)C=CN=2)C=1)C. (2) Given the product [C:13]([N:16]1[C:25]2[C:20](=[CH:21][C:22]([C:3]3[CH:11]=[CH:10][C:6]([C:7]([OH:9])=[O:8])=[CH:5][CH:4]=3)=[CH:23][CH:24]=2)[C@H:19]([NH:27][C:28]2[CH:33]=[CH:32][CH:31]=[CH:30][CH:29]=2)[CH2:18][C@@H:17]1[CH2:34][CH2:35][CH3:36])(=[O:15])[CH3:14], predict the reactants needed to synthesize it. The reactants are: OB(O)[C:3]1[CH:11]=[CH:10][C:6]([C:7]([OH:9])=[O:8])=[CH:5][CH:4]=1.[C:13]([N:16]1[C:25]2[C:20](=[CH:21][C:22](Br)=[CH:23][CH:24]=2)[C@H:19]([NH:27][C:28]2[CH:33]=[CH:32][CH:31]=[CH:30][CH:29]=2)[CH2:18][C@@H:17]1[CH2:34][CH2:35][CH3:36])(=[O:15])[CH3:14].C(=O)([O-])[O-].[K+].[K+].